From a dataset of Reaction yield outcomes from USPTO patents with 853,638 reactions. Predict the reaction yield, written as a fraction of the theoretical maximum amount of product (1.0 means a 100% yield; for example, 0.34 means a 34% yield). The reactants are [CH3:1][S:2](=[N:10][C:11]([C:13]1[CH:14]=[C:15]([C:19]#[C:20][C:21]2[S:25][C:24]([NH:26]C(=O)OC(C)(C)C)=[N:23][CH:22]=2)[CH:16]=[N:17][CH:18]=1)=[O:12])(=[O:9])[C:3]1[CH:8]=[CH:7][CH:6]=[CH:5][CH:4]=1.FC(F)(F)C(O)=O. The catalyst is ClCCl. The product is [NH2:26][C:24]1[S:25][C:21]([C:20]#[C:19][C:15]2[CH:16]=[N:17][CH:18]=[C:13]([CH:14]=2)[C:11]([N:10]=[S@@:2]([CH3:1])(=[O:9])[C:3]2[CH:4]=[CH:5][CH:6]=[CH:7][CH:8]=2)=[O:12])=[CH:22][N:23]=1. The yield is 0.740.